From a dataset of Reaction yield outcomes from USPTO patents with 853,638 reactions. Predict the reaction yield, written as a fraction of the theoretical maximum amount of product (1.0 means a 100% yield; for example, 0.34 means a 34% yield). (1) The reactants are [Br:1][C:2]1[CH:3]=[CH:4][CH:5]=[C:6]2[C:10]=1[NH:9][CH:8]=[CH:7]2.[C:11]([O:15][C:16]([N:18]1[CH2:23][CH2:22][C:21](=O)[CH2:20][CH2:19]1)=[O:17])([CH3:14])([CH3:13])[CH3:12].N1CCCC1. The catalyst is C(O)C. The product is [C:11]([O:15][C:16]([N:18]1[CH2:19][CH:20]=[C:21]([C:7]2[C:6]3[C:10](=[C:2]([Br:1])[CH:3]=[CH:4][CH:5]=3)[NH:9][CH:8]=2)[CH2:22][CH2:23]1)=[O:17])([CH3:14])([CH3:12])[CH3:13]. The yield is 0.290. (2) The reactants are C[O:2][C:3]([C:5]1[CH:10]=[C:9]([NH:11][C:12](=[O:19])[C:13]2[CH:18]=[CH:17][CH:16]=[CH:15][CH:14]=2)[CH:8]=[CH:7][N:6]=1)=O.[C-]#N.[K+].[NH2:23][OH:24].C(O)(=O)CC(CC(O)=O)(C(O)=O)O. The catalyst is CO.O1CCCC1.O. The product is [OH:24][NH:23][C:3]([C:5]1[CH:10]=[C:9]([NH:11][C:12](=[O:19])[C:13]2[CH:18]=[CH:17][CH:16]=[CH:15][CH:14]=2)[CH:8]=[CH:7][N:6]=1)=[O:2]. The yield is 0.780.